This data is from Full USPTO retrosynthesis dataset with 1.9M reactions from patents (1976-2016). The task is: Predict the reactants needed to synthesize the given product. (1) The reactants are: [CH3:1][O:2][C:3]1[CH:4]=[C:5]([C:15]2[O:16][C:17]3[CH:23]=[CH:22][CH:21]=[CH:20][C:18]=3[N:19]=2)[CH:6]=[CH:7][C:8]=1[CH2:9]N1C=CN=N1.Br[CH2:25][C:26]1[CH:31]=[CH:30][C:29]([C:32]2[O:33][C:34]3[CH:40]=[CH:39][CH:38]=[CH:37][C:35]=3[N:36]=2)=[CH:28][C:27]=1[O:41][CH3:42].[NH:43]1[CH:47]=[C:46]([C:48]([O:50][CH3:51])=[O:49])[N:45]=[CH:44]1. Given the product [O:33]1[C:34]2[CH:40]=[CH:39][CH:38]=[CH:37][C:35]=2[N:36]=[C:32]1[C:29]1[CH:30]=[CH:31][C:26]([CH2:25][N:45]2[C:46]([C:48]([O:50][CH3:51])=[O:49])=[CH:47][N:43]=[CH:44]2)=[C:27]([O:41][CH3:42])[CH:28]=1.[O:16]1[C:17]2[CH:23]=[CH:22][CH:21]=[CH:20][C:18]=2[N:19]=[C:15]1[C:5]1[CH:6]=[CH:7][C:8]([CH2:9][N:43]2[CH:47]=[C:46]([C:48]([O:50][CH3:51])=[O:49])[N:45]=[CH:44]2)=[C:3]([O:2][CH3:1])[CH:4]=1, predict the reactants needed to synthesize it. (2) Given the product [F:20][CH2:21][CH2:22][CH2:23][NH:24][C:2]1[CH:3]=[CH:4][C:5]2[N:6]([C:8]([C:11]3[S:15][C:14]([C:16](=[O:18])[CH3:17])=[CH:13][CH:12]=3)=[CH:9][N:10]=2)[N:7]=1, predict the reactants needed to synthesize it. The reactants are: F[C:2]1[CH:3]=[CH:4][C:5]2[N:6]([C:8]([C:11]3[S:15][C:14]([C:16](=[O:18])[CH3:17])=[CH:13][CH:12]=3)=[CH:9][N:10]=2)[N:7]=1.Cl.[F:20][CH2:21][CH2:22][CH2:23][NH2:24]. (3) Given the product [C:40]([NH:39][CH2:38][C@@H:36]1[O:35][C:34](=[O:43])[N:33]([C:30]2[CH:31]=[CH:32][C:27]([N:24]3[CH2:23][CH2:22][N:21]([C:13]4[C:12]5=[C:19]6[C:16]([C:17](=[O:18])[C:6]([C:4]([OH:5])=[O:3])=[CH:7][N:8]6[N:9]([CH3:45])[CH2:10][O:11]5)=[CH:15][C:14]=4[F:20])[CH2:26][CH2:25]3)=[C:28]([F:44])[CH:29]=2)[CH2:37]1)(=[O:42])[CH3:41], predict the reactants needed to synthesize it. The reactants are: C([O:3][C:4]([C:6]1[C:17](=[O:18])[C:16]2[C:19]3[N:8]([N:9]([CH3:45])[CH2:10][O:11][C:12]=3[C:13]([N:21]3[CH2:26][CH2:25][N:24]([C:27]4[CH:32]=[CH:31][C:30]([N:33]5[CH2:37][C@H:36]([CH2:38][NH:39][C:40](=[O:42])[CH3:41])[O:35][C:34]5=[O:43])=[CH:29][C:28]=4[F:44])[CH2:23][CH2:22]3)=[C:14]([F:20])[CH:15]=2)[CH:7]=1)=[O:5])C.Cl.C(O)(=O)C.